From a dataset of Forward reaction prediction with 1.9M reactions from USPTO patents (1976-2016). Predict the product of the given reaction. (1) Given the reactants [Br:1][C:2]1[CH:10]=[CH:9][C:8]([I:11])=[CH:7][C:3]=1[C:4]([OH:6])=[O:5].S(=O)(=O)(O)O.[CH3:17]O, predict the reaction product. The product is: [Br:1][C:2]1[CH:10]=[CH:9][C:8]([I:11])=[CH:7][C:3]=1[C:4]([O:6][CH3:17])=[O:5]. (2) Given the reactants [CH:1]1([N:4]([CH3:23])[C:5]2[C:6]3[C:18]4[CH2:19][CH2:20][CH2:21][CH2:22][C:17]=4[S:16][C:7]=3[N:8]=[C:9]([CH2:11][O:12]C(=O)C)[N:10]=2)[CH2:3][CH2:2]1.O.[OH-].[Li+], predict the reaction product. The product is: [CH:1]1([N:4]([CH3:23])[C:5]2[C:6]3[C:18]4[CH2:19][CH2:20][CH2:21][CH2:22][C:17]=4[S:16][C:7]=3[N:8]=[C:9]([CH2:11][OH:12])[N:10]=2)[CH2:3][CH2:2]1. (3) Given the reactants [C:1]([O:5][C:6]([N:8]1[CH2:13][CH2:12][N:11]([C:14]2[CH:19]=[C:18]([NH:20][C:21]([O:23]C)=O)[CH:17]=[C:16]([Cl:25])[N:15]=2)[CH2:10][CH2:9]1)=[O:7])([CH3:4])([CH3:3])[CH3:2].[N-]=C=O.C(OC(N1CCN(C2C=C(C(O)=O)C=C(Cl)N=2)CC1)=O)(C)(C)C.[NH2:52][C:53]1[CH:58]=[CH:57][CH:56]=[CH:55][CH:54]=1, predict the reaction product. The product is: [C:1]([O:5][C:6]([N:8]1[CH2:9][CH2:10][N:11]([C:14]2[CH:19]=[C:18]([NH:20][C:21]([NH:52][C:53]3[CH:58]=[CH:57][CH:56]=[CH:55][CH:54]=3)=[O:23])[CH:17]=[C:16]([Cl:25])[N:15]=2)[CH2:12][CH2:13]1)=[O:7])([CH3:2])([CH3:3])[CH3:4]. (4) Given the reactants C([O:8][N:9]1[C:18]2[C:13](=[CH:14][CH:15]=[CH:16][N:17]=2)[C:12]([OH:19])=[C:11]([C:20]([NH:22][CH2:23][C:24]2[CH:29]=[CH:28][C:27]([F:30])=[CH:26][CH:25]=2)=[O:21])[C:10]1=[O:31])C1C=CC=CC=1.O, predict the reaction product. The product is: [F:30][C:27]1[CH:26]=[CH:25][C:24]([CH2:23][NH:22][C:20]([C:11]2[C:10](=[O:31])[N:9]([OH:8])[C:18]3[C:13]([C:12]=2[OH:19])=[CH:14][CH:15]=[CH:16][N:17]=3)=[O:21])=[CH:29][CH:28]=1. (5) Given the reactants O=S(Cl)[Cl:3].CN(C=O)C.[CH3:10][O:11][C:12]1[CH:32]=[CH:31][C:15]([CH2:16][N:17]2[CH:22]=[C:21]([CH2:23]O)[C:20]([C:25]([O:27][CH3:28])=[O:26])=[C:19]([Cl:29])[C:18]2=[O:30])=[CH:14][CH:13]=1, predict the reaction product. The product is: [CH3:10][O:11][C:12]1[CH:32]=[CH:31][C:15]([CH2:16][N:17]2[CH:22]=[C:21]([CH2:23][Cl:3])[C:20]([C:25]([O:27][CH3:28])=[O:26])=[C:19]([Cl:29])[C:18]2=[O:30])=[CH:14][CH:13]=1. (6) Given the reactants [CH2:1]([O:3][C:4](=[O:29])[CH:5]([C:13]1[N:14]([CH3:28])[C:15]2[C:20]([C:21]=1[S:22][C:23]([CH3:26])([CH3:25])[CH3:24])=[CH:19][C:18]([OH:27])=[CH:17][CH:16]=2)[CH2:6][C:7]1[CH:12]=[CH:11][CH:10]=[CH:9][CH:8]=1)[CH3:2].Cl[CH2:31][C:32]1[CH:37]=[CH:36][C:35]([CH3:38])=[CH:34][N:33]=1, predict the reaction product. The product is: [CH2:1]([O:3][C:4](=[O:29])[CH:5]([C:13]1[N:14]([CH3:28])[C:15]2[C:20]([C:21]=1[S:22][C:23]([CH3:25])([CH3:24])[CH3:26])=[CH:19][C:18]([O:27][CH2:31][C:32]1[CH:37]=[CH:36][C:35]([CH3:38])=[CH:34][N:33]=1)=[CH:17][CH:16]=2)[CH2:6][C:7]1[CH:8]=[CH:9][CH:10]=[CH:11][CH:12]=1)[CH3:2]. (7) Given the reactants Cl.[F:2][C:3]1[CH:15]=[C:14]([F:16])[CH:13]=[CH:12][C:4]=1[O:5][CH:6]1[CH2:11][CH2:10][NH:9][CH2:8][CH2:7]1.[Br:17][C:18]1[N:32]=[CH:31][C:21]2=[N:22][C:23](Cl)=[C:24]([NH:26][CH:27]([CH3:29])[CH3:28])[N:25]=[C:20]2[CH:19]=1.CCN(C(C)C)C(C)C, predict the reaction product. The product is: [Br:17][C:18]1[N:32]=[CH:31][C:21]2=[N:22][C:23]([N:9]3[CH2:8][CH2:7][CH:6]([O:5][C:4]4[CH:12]=[CH:13][C:14]([F:16])=[CH:15][C:3]=4[F:2])[CH2:11][CH2:10]3)=[C:24]([NH:26][CH:27]([CH3:28])[CH3:29])[N:25]=[C:20]2[CH:19]=1.